From a dataset of Full USPTO retrosynthesis dataset with 1.9M reactions from patents (1976-2016). Predict the reactants needed to synthesize the given product. (1) Given the product [F:45][C:23]1[CH:22]=[C:21]([CH2:20][CH2:19][C:8]([NH:7][C:4](=[O:6])[CH3:5])([CH2:9][OH:10])[CH2:14][OH:15])[CH:26]=[CH:25][C:24]=1[C:27]1[S:28][C:29]2[C:34]([N:35]=1)=[CH:33][CH:32]=[C:31]([C:36]1([C:39]3[CH:44]=[CH:43][CH:42]=[CH:41][CH:40]=3)[CH2:38][CH2:37]1)[N:30]=2, predict the reactants needed to synthesize it. The reactants are: [Cl-].[Cl-].[Ca+2].[C:4]([NH:7][C:8]([CH2:19][CH2:20][C:21]1[CH:26]=[CH:25][C:24]([C:27]2[S:28][C:29]3[C:34]([N:35]=2)=[CH:33][CH:32]=[C:31]([C:36]2([C:39]4[CH:44]=[CH:43][CH:42]=[CH:41][CH:40]=4)[CH2:38][CH2:37]2)[N:30]=3)=[C:23]([F:45])[CH:22]=1)([C:14](OCC)=[O:15])[C:9](OCC)=[O:10])(=[O:6])[CH3:5].[BH4-].[Na+]. (2) Given the product [NH2:25][C@@H:22]([CH2:21][C:18]1[CH:17]=[CH:16][C:15]([Cl:14])=[CH:20][CH:19]=1)[CH2:23][NH:24][C:10]([NH:9][C:1](=[O:8])[C:2]1[CH:7]=[CH:6][CH:5]=[CH:4][CH:3]=1)=[S:11], predict the reactants needed to synthesize it. The reactants are: [C:1]([N:9]=[C:10]=[S:11])(=[O:8])[C:2]1[CH:7]=[CH:6][CH:5]=[CH:4][CH:3]=1.Cl.Cl.[Cl:14][C:15]1[CH:20]=[CH:19][C:18]([CH2:21][C@H:22]([NH2:25])[CH2:23][NH2:24])=[CH:17][CH:16]=1. (3) The reactants are: [CH3:1][N:2]([CH3:37])[CH2:3][C:4]#[C:5][C:6]1[CH:7]=[C:8]([CH:34]=[CH:35][CH:36]=1)[C:9]([NH:11][C:12]1[CH:17]=[CH:16][C:15]([O:18][C:19]2[C:24]([C:25]3[CH:30]=[CH:29][N:28]=[C:27]([NH:31][CH3:32])[N:26]=3)=[CH:23][CH:22]=[CH:21][N:20]=2)=[C:14]([CH3:33])[CH:13]=1)=[O:10].[H][H]. Given the product [CH3:37][N:2]([CH3:1])[CH2:3][CH2:4][CH2:5][C:6]1[CH:7]=[C:8]([CH:34]=[CH:35][CH:36]=1)[C:9]([NH:11][C:12]1[CH:17]=[CH:16][C:15]([O:18][C:19]2[C:24]([C:25]3[CH:30]=[CH:29][N:28]=[C:27]([NH:31][CH3:32])[N:26]=3)=[CH:23][CH:22]=[CH:21][N:20]=2)=[C:14]([CH3:33])[CH:13]=1)=[O:10], predict the reactants needed to synthesize it. (4) Given the product [CH:1]1[C:11]2[CH2:10][CH2:9][C:8]3[CH:12]=[CH:13][CH:14]=[CH:15][C:7]=3[C:6](=[CH:16][C:17]3[CH:18]=[C:19]([NH:23][S:25]([CH3:24])(=[O:27])=[O:26])[CH:20]=[CH:21][CH:22]=3)[C:5]=2[CH:4]=[CH:3][CH:2]=1, predict the reactants needed to synthesize it. The reactants are: [CH:1]1[C:11]2[CH2:10][CH2:9][C:8]3[CH:12]=[CH:13][CH:14]=[CH:15][C:7]=3[C:6](=[CH:16][C:17]3[CH:18]=[C:19]([NH2:23])[CH:20]=[CH:21][CH:22]=3)[C:5]=2[CH:4]=[CH:3][CH:2]=1.[CH3:24][S:25](Cl)(=[O:27])=[O:26]. (5) Given the product [O:16]=[C:3]1[C:4]2[C:9](=[CH:8][CH:7]=[CH:6][CH:5]=2)[C:10]([C:12]([F:15])([F:13])[F:14])=[N:11][N:2]1[NH:1][C:26](=[O:27])[CH2:25][C:22]1[CH:21]=[CH:20][C:19]([C:18]([F:29])([F:17])[F:30])=[CH:24][CH:23]=1, predict the reactants needed to synthesize it. The reactants are: [NH2:1][N:2]1[N:11]=[C:10]([C:12]([F:15])([F:14])[F:13])[C:9]2[C:4](=[CH:5][CH:6]=[CH:7][CH:8]=2)[C:3]1=[O:16].[F:17][C:18]([F:30])([F:29])[C:19]1[CH:24]=[CH:23][C:22]([CH2:25][C:26](O)=[O:27])=[CH:21][CH:20]=1. (6) Given the product [CH2:8]([C:2]1([CH:7]=[CH:6][CH:5]=[CH:4][CH2:3]1)[NH2:1])[CH3:9], predict the reactants needed to synthesize it. The reactants are: [NH2:1][C:2]1[CH:7]=[CH:6][CH:5]=[CH:4][CH:3]=1.[CH3:8][CH2:9][O-].[Na+]. (7) Given the product [CH3:43][O:42][C:39]1[CH:40]=[CH:41][C:36]([CH2:35][CH:32]2[CH2:33][CH2:34][NH:29][CH2:30][CH2:31]2)=[C:37]([NH:44][C:2]2[C:3]([NH:12][S:13]([C:16]3[N:17]=[CH:18][N:19]([CH3:21])[CH:20]=3)(=[O:15])=[O:14])=[N:4][C:5]3[C:10]([N:11]=2)=[CH:9][CH:8]=[CH:7][CH:6]=3)[CH:38]=1, predict the reactants needed to synthesize it. The reactants are: Cl[C:2]1[C:3]([NH:12][S:13]([C:16]2[N:17]=[CH:18][N:19]([CH3:21])[CH:20]=2)(=[O:15])=[O:14])=[N:4][C:5]2[C:10]([N:11]=1)=[CH:9][CH:8]=[CH:7][CH:6]=2.C(OC([N:29]1[CH2:34][CH2:33][CH:32]([CH2:35][C:36]2[CH:41]=[CH:40][C:39]([O:42][CH3:43])=[CH:38][C:37]=2[NH2:44])[CH2:31][CH2:30]1)=O)(C)(C)C.CCO.CC(O)=O.